Task: Predict which catalyst facilitates the given reaction.. Dataset: Catalyst prediction with 721,799 reactions and 888 catalyst types from USPTO (1) Reactant: [Cl:1][C:2]1[CH:3]=[C:4]([CH:7]=[CH:8][C:9]=1[OH:10])[CH:5]=[O:6].N1C=CC=CC=1.[F:17][C:18]([S:21](O[S:21]([C:18]([F:20])([F:19])[F:17])(=[O:23])=[O:22])(=[O:23])=[O:22])([F:20])[F:19]. Product: [Cl:1][C:2]1[CH:3]=[C:4]([CH:5]=[O:6])[CH:7]=[CH:8][C:9]=1[O:10][S:21]([C:18]([F:20])([F:19])[F:17])(=[O:23])=[O:22]. The catalyst class is: 4. (2) Reactant: Br[C:2]1[CH:3]=[N:4][CH:5]=[CH:6][C:7]=1[CH3:8].[NH2:9][C:10]1[CH:24]=[CH:23][C:13]([C:14]([C:16]2[CH:21]=[CH:20][CH:19]=[CH:18][C:17]=2[CH3:22])=[O:15])=[C:12]([Cl:25])[CH:11]=1.C(O[Na])(C)(C)C. Product: [Cl:25][C:12]1[CH:11]=[C:10]([NH:9][C:2]2[CH:3]=[N:4][CH:5]=[CH:6][C:7]=2[CH3:8])[CH:24]=[CH:23][C:13]=1[C:14]([C:16]1[CH:21]=[CH:20][CH:19]=[CH:18][C:17]=1[CH3:22])=[O:15]. The catalyst class is: 12. (3) Reactant: [CH2:1]([O:3][C:4](=[O:23])[C:5](=[CH:11][NH:12][C:13]([NH:15][C:16]1[CH:21]=[CH:20][C:19]([F:22])=[CH:18][CH:17]=1)=[O:14])[C:6](OCC)=[O:7])[CH3:2].CC[O-].[Na+]. Product: [CH2:1]([O:3][C:4]([C:5]1[C:6](=[O:7])[N:15]([C:16]2[CH:21]=[CH:20][C:19]([F:22])=[CH:18][CH:17]=2)[C:13](=[O:14])[NH:12][CH:11]=1)=[O:23])[CH3:2]. The catalyst class is: 8. (4) Reactant: [Cl:1][C:2]1[CH:3]=[CH:4][C:5]([CH2:8][O:9][C:10]2[CH:15]=[CH:14][N:13]([C:16]3[CH:17]=[N:18][C:19](F)=[CH:20][CH:21]=3)[C:12](=[O:23])[CH:11]=2)=[N:6][CH:7]=1.[CH3:24][N:25]([CH3:31])[C@@H:26]1[CH2:30][CH2:29][NH:28][CH2:27]1.C([O-])([O-])=O.[K+].[K+]. Product: [Cl:1][C:2]1[CH:3]=[CH:4][C:5]([CH2:8][O:9][C:10]2[CH:15]=[CH:14][N:13]([C:16]3[CH:17]=[N:18][C:19]([N:28]4[CH2:29][CH2:30][C@@H:26]([N:25]([CH3:31])[CH3:24])[CH2:27]4)=[CH:20][CH:21]=3)[C:12](=[O:23])[CH:11]=2)=[N:6][CH:7]=1. The catalyst class is: 3. (5) Reactant: [CH:1]1([NH:4][C:5](=[O:34])[C:6]2[CH:11]=[CH:10][C:9]([C:12]3[N:16]4[N:17]=[C:18]([O:25][C:26]5[CH:31]=[CH:30][CH:29]=[C:28]([F:32])[CH:27]=5)[CH:19]=[C:20](S(C)(=O)=O)[C:15]4=[N:14][CH:13]=3)=[CH:8][C:7]=2[CH3:33])[CH2:3][CH2:2]1.[NH2:35][CH2:36][CH:37]([OH:42])[C:38]([F:41])([F:40])[F:39].CCN(C(C)C)C(C)C. Product: [CH:1]1([NH:4][C:5](=[O:34])[C:6]2[CH:11]=[CH:10][C:9]([C:12]3[N:16]4[N:17]=[C:18]([O:25][C:26]5[CH:31]=[CH:30][CH:29]=[C:28]([F:32])[CH:27]=5)[CH:19]=[C:20]([NH:35][CH2:36][CH:37]([OH:42])[C:38]([F:41])([F:40])[F:39])[C:15]4=[N:14][CH:13]=3)=[CH:8][C:7]=2[CH3:33])[CH2:3][CH2:2]1. The catalyst class is: 37. (6) Reactant: [NH2:1][C:2]1[C:3]2[C:10]([C:11]3[CH:16]=[CH:15][CH:14]=[C:13]([O:17][CH2:18][C:19]45[O:25][CH:22]([CH2:23][CH2:24]4)[CH2:21][CH2:20]5)[CH:12]=3)=[CH:9][N:8]([C@@H:26]3[CH2:29][C@H:28]([CH2:30][OH:31])[CH2:27]3)[C:4]=2[N:5]=[CH:6][N:7]=1.[OH:32]CC(CO)O. Product: [NH2:1][C:2]1[C:3]2[C:10]([C:11]3[CH:16]=[CH:15][C:14]([OH:32])=[C:13]([O:17][CH2:18][C:19]45[O:25][CH:22]([CH2:21][CH2:20]4)[CH2:23][CH2:24]5)[CH:12]=3)=[CH:9][N:8]([C@H:26]3[CH2:27][C@@H:28]([CH2:30][OH:31])[CH2:29]3)[C:4]=2[N:5]=[CH:6][N:7]=1. The catalyst class is: 10.